This data is from Catalyst prediction with 721,799 reactions and 888 catalyst types from USPTO. The task is: Predict which catalyst facilitates the given reaction. (1) Reactant: [F:1][C:2]1[CH:7]=[CH:6][C:5]([CH:8]2[CH2:13][CH2:12][O:11][CH2:10][CH:9]2[C:14]([O:16][CH3:17])=[O:15])=[CH:4][CH:3]=1.C[O-].[Na+]. Product: [F:1][C:2]1[CH:7]=[CH:6][C:5]([C@@H:8]2[CH2:13][CH2:12][O:11][CH2:10][C@H:9]2[C:14]([O:16][CH3:17])=[O:15])=[CH:4][CH:3]=1. The catalyst class is: 5. (2) Reactant: [Br:1][C:2]1[C:9]([F:10])=[CH:8][C:5]([CH:6]=O)=[C:4](F)[CH:3]=1.[CH3:12][O:13][C:14](=[O:17])[CH2:15][SH:16]. Product: [CH3:12][O:13][C:14]([C:15]1[S:16][C:4]2[CH:3]=[C:2]([Br:1])[C:9]([F:10])=[CH:8][C:5]=2[CH:6]=1)=[O:17]. The catalyst class is: 10. (3) Reactant: [CH3:1][O:2][C:3]1[CH:4]=[C:5]2[C:10](=[CH:11][C:12]=1[O:13][CH3:14])[N:9]=[CH:8][N:7]=[C:6]2[O:15][C:16]1[CH:22]=[CH:21][C:19]([NH2:20])=[CH:18][CH:17]=1.C1(C)C=CC=CC=1.C(N(CC)CC)C.Cl[C:38](Cl)([O:40]C(=O)OC(Cl)(Cl)Cl)Cl.[CH2:49]([O:51][C:52]1[CH:60]=[CH:59][CH:58]=[CH:57][C:53]=1[CH:54]([OH:56])[CH3:55])[CH3:50]. Product: [CH3:1][O:2][C:3]1[CH:4]=[C:5]2[C:10](=[CH:11][C:12]=1[O:13][CH3:14])[N:9]=[CH:8][N:7]=[C:6]2[O:15][C:16]1[CH:22]=[CH:21][C:19]([NH:20][C:38](=[O:40])[O:56][CH:54]([C:53]2[CH:57]=[CH:58][CH:59]=[CH:60][C:52]=2[O:51][CH2:49][CH3:50])[CH3:55])=[CH:18][CH:17]=1. The catalyst class is: 2. (4) Reactant: C(O)(C(F)(F)F)=O.[C:8]1([CH3:28])[CH:13]=[C:12]([CH3:14])[CH:11]=[C:10]([CH3:15])[C:9]=1[S:16]([O:19][NH:20]C(=O)OC(C)(C)C)(=[O:18])=[O:17]. Product: [NH2:20][O:19][S:16]([C:9]1[C:10]([CH3:15])=[CH:11][C:12]([CH3:14])=[CH:13][C:8]=1[CH3:28])(=[O:17])=[O:18]. The catalyst class is: 6. (5) Reactant: [NH:1]1[C:9]2[CH:8]=[CH:7][N:6]=[CH:5][C:4]=2[CH:3]=[C:2]1[C:10]([NH:12][CH2:13][CH2:14][CH2:15][CH2:16][N:17]1[CH2:22][CH2:21][N:20](C(OC(C)(C)C)=O)[CH2:19][CH2:18]1)=[O:11].[ClH:30].O1CCOCC1. Product: [ClH:30].[ClH:30].[ClH:30].[N:17]1([CH2:16][CH2:15][CH2:14][CH2:13][NH:12][C:10]([C:2]2[NH:1][C:9]3[CH:8]=[CH:7][N:6]=[CH:5][C:4]=3[CH:3]=2)=[O:11])[CH2:22][CH2:21][NH:20][CH2:19][CH2:18]1. The catalyst class is: 5. (6) Reactant: [CH3:1][O:2][CH2:3][C@@H:4]([NH:6][C:7]([C:9]1[C:17]2[C:12](=[N:13][CH:14]=[C:15]([C:18]3[C:26]4[C:21](=[CH:22][C:23]([F:27])=[CH:24][CH:25]=4)[N:20]([CH2:28][C:29]4[CH:30]=[N:31][C:32]([N:35]5[CH2:40][CH2:39][O:38][CH2:37][CH2:36]5)=[CH:33][CH:34]=4)[N:19]=3)[N:16]=2)[N:11](COCC[Si](C)(C)C)[CH:10]=1)=[O:8])[CH3:5].FC(F)(F)C(O)=O.C(N)CN. Product: [CH3:1][O:2][CH2:3][C@@H:4]([NH:6][C:7]([C:9]1[C:17]2[C:12](=[N:13][CH:14]=[C:15]([C:18]3[C:26]4[C:21](=[CH:22][C:23]([F:27])=[CH:24][CH:25]=4)[N:20]([CH2:28][C:29]4[CH:30]=[N:31][C:32]([N:35]5[CH2:36][CH2:37][O:38][CH2:39][CH2:40]5)=[CH:33][CH:34]=4)[N:19]=3)[N:16]=2)[NH:11][CH:10]=1)=[O:8])[CH3:5]. The catalyst class is: 4. (7) Reactant: [Cl:1][C:2]1[CH:21]=[CH:20][C:5]([NH:6][C:7]2[C:16]3[C:11](=[CH:12][C:13]([OH:19])=[C:14]([O:17][CH3:18])[CH:15]=3)[N:10]=[CH:9][N:8]=2)=[C:4]([F:22])[CH:3]=1.[Br:23][C:24]1[CH:29]=[C:28]([CH2:30]Br)[CH:27]=[CH:26][N:25]=1.C(=O)([O-])[O-].[K+].[K+].O. Product: [Br:23][C:24]1[CH:29]=[C:28]([CH2:30][O:19][C:13]2[CH:12]=[C:11]3[C:16]([C:7]([NH:6][C:5]4[CH:20]=[CH:21][C:2]([Cl:1])=[CH:3][C:4]=4[F:22])=[N:8][CH:9]=[N:10]3)=[CH:15][C:14]=2[O:17][CH3:18])[CH:27]=[CH:26][N:25]=1. The catalyst class is: 3. (8) Product: [O:5]=[C:4]([O:11][CH2:8][C:9]#[CH:10])[CH2:3][CH2:2][C:1]([OH:6])=[O:7]. Reactant: [C:1]1(=[O:7])[O:6][C:4](=[O:5])[CH2:3][CH2:2]1.[CH2:8]([OH:11])[C:9]#[CH:10].O. The catalyst class is: 79. (9) Reactant: C(=O)([O-])[O-].[Na+].[Na+].[ClH:7].[N:8]12[CH2:15][CH2:14][CH:11]([CH2:12][CH2:13]1)[C@@H:10]([NH:16][C:17]([C:19]1[S:20][C:21]3[C:27](Br)=[CH:26][CH:25]=[CH:24][C:22]=3[CH:23]=1)=[O:18])[CH2:9]2.[N:29]1([C:35]2[CH:40]=[CH:39][C:38](B(O)O)=[CH:37][CH:36]=2)[CH2:34][CH2:33][O:32][CH2:31][CH2:30]1. Product: [ClH:7].[N:8]12[CH2:15][CH2:14][CH:11]([CH2:12][CH2:13]1)[C@@H:10]([NH:16][C:17]([C:19]1[S:20][C:21]3[C:27]([C:38]4[CH:37]=[CH:36][C:35]([N:29]5[CH2:30][CH2:31][O:32][CH2:33][CH2:34]5)=[CH:40][CH:39]=4)=[CH:26][CH:25]=[CH:24][C:22]=3[CH:23]=1)=[O:18])[CH2:9]2. The catalyst class is: 151.